From a dataset of Full USPTO retrosynthesis dataset with 1.9M reactions from patents (1976-2016). Predict the reactants needed to synthesize the given product. (1) Given the product [C:1]([C:3]1[C:11]2[CH2:10][CH2:9][NH:8][CH:7]([C:25]([CH2:26][CH3:27])=[O:29])[C:6]=2[S:5][C:4]=1[NH:12][C:13](=[O:24])[C:14]1[CH:19]=[C:18]([O:20][CH3:21])[CH:17]=[C:16]([O:22][CH3:23])[CH:15]=1)#[N:2], predict the reactants needed to synthesize it. The reactants are: [C:1]([C:3]1[C:11]2[CH2:10][CH2:9][NH:8][CH2:7][C:6]=2[S:5][C:4]=1[NH:12][C:13](=[O:24])[C:14]1[CH:19]=[C:18]([O:20][CH3:21])[CH:17]=[C:16]([O:22][CH3:23])[CH:15]=1)#[N:2].[C:25](Cl)(=[O:29])[CH2:26][CH2:27]C. (2) Given the product [OH:40][CH2:39][CH:38]1[CH:36]2[O:32][C:16]([CH2:15][CH2:14][CH2:13][CH2:12][CH2:11][CH2:10][CH2:9][CH2:8][CH2:7][CH2:6][CH2:5][CH2:4][CH2:3][CH2:2][CH3:1])([CH2:17][CH2:18][CH2:19][CH2:20][CH2:21][CH2:22][CH2:23][CH2:24][CH2:25][CH2:26][CH2:27][CH2:28][CH2:29][CH2:30][CH3:31])[O:35][CH:34]2[CH:33]([N:42]2[CH:49]=[CH:48][C:46](=[O:47])[NH:45][C:43]2=[O:44])[O:41]1, predict the reactants needed to synthesize it. The reactants are: [CH3:1][CH2:2][CH2:3][CH2:4][CH2:5][CH2:6][CH2:7][CH2:8][CH2:9][CH2:10][CH2:11][CH2:12][CH2:13][CH2:14][CH2:15][C:16](=[O:32])[CH2:17][CH2:18][CH2:19][CH2:20][CH2:21][CH2:22][CH2:23][CH2:24][CH2:25][CH2:26][CH2:27][CH2:28][CH2:29][CH2:30][CH3:31].[C@@H:33]1([N:42]2[CH:49]=[CH:48][C:46](=[O:47])[NH:45][C:43]2=[O:44])[O:41][C@H:38]([CH2:39][OH:40])[C@@H:36](O)[C@H:34]1[OH:35].CC1C=CC(S(O)(=O)=O)=CC=1.C(OC(OCC)OCC)C. (3) Given the product [NH2:1][C:2]1[S:3][C:4]2[C:10]3[C:11]([C:14]([NH2:19])=[O:16])=[N:12][NH:13][C:9]=3[CH:8]=[CH:7][C:5]=2[N:6]=1, predict the reactants needed to synthesize it. The reactants are: [NH2:1][C:2]1[S:3][C:4]2[C:10]3[C:11]([C:14]([OH:16])=O)=[N:12][NH:13][C:9]=3[CH:8]=[CH:7][C:5]=2[N:6]=1.CC[N:19](C(C)C)C(C)C.[Cl-].[NH4+]. (4) Given the product [CH2:35]1[CH2:37][CH2:36][C:35]([OH:38])([C:12]([C:7]2[CH:8]=[CH:16][CH:15]=[CH:14][CH:10]=2)=[O:13])[CH2:37][CH2:36]1.[C:10]1(=[O:11])[CH2:7][CH2:12][CH2:16][CH2:15][CH2:14]1, predict the reactants needed to synthesize it. The reactants are: C(OC[C:7]([CH2:12][OH:13])([CH2:10][OH:11])[CH2:8]O)(=O)C=C.[C:14](OCC(CO[C:35](=[O:38])[CH:36]=[CH2:37])(CO[C:14](=O)[CH:15]=[CH2:16])CO[C:35](=[O:38])[CH:36]=[CH2:37])(=O)[CH:15]=[CH2:16]. (5) Given the product [C:1]1([S:7]([NH:10][C@@H:11]([CH3:48])[C:12]([NH:14][C@@H:15]([CH2:39][C:40]2[CH:45]=[CH:44][C:43]([O:46][CH3:47])=[CH:42][CH:41]=2)[C:16]([NH:18][C@@H:19]([CH2:32][C:33]2[CH:38]=[CH:37][CH:36]=[CH:35][CH:34]=2)[C:20](=[O:31])[C:21]([NH:23][CH2:24][C:25]2[CH:30]=[CH:29][CH:28]=[CH:27][CH:26]=2)=[O:22])=[O:17])=[O:13])(=[O:9])=[O:8])[CH:6]=[CH:5][CH:4]=[CH:3][CH:2]=1, predict the reactants needed to synthesize it. The reactants are: [C:1]1([S:7]([NH:10][C@@H:11]([CH3:48])[C:12]([NH:14][C@@H:15]([CH2:39][C:40]2[CH:45]=[CH:44][C:43]([O:46][CH3:47])=[CH:42][CH:41]=2)[C:16]([NH:18][CH:19]([CH2:32][C:33]2[CH:38]=[CH:37][CH:36]=[CH:35][CH:34]=2)[C@H:20]([OH:31])[C:21]([NH:23][CH2:24][C:25]2[CH:30]=[CH:29][CH:28]=[CH:27][CH:26]=2)=[O:22])=[O:17])=[O:13])(=[O:9])=[O:8])[CH:6]=[CH:5][CH:4]=[CH:3][CH:2]=1.CC(OI1(OC(C)=O)(OC(C)=O)OC(=O)C2C=CC=CC1=2)=O. (6) Given the product [Br:8][C:9]1[CH:10]=[C:11]([C:12]2[O:5][C:3]([CH3:4])=[C:2]([CH3:1])[N+:6]=2[O-:7])[CH:14]=[CH:15][CH:16]=1, predict the reactants needed to synthesize it. The reactants are: [CH3:1][C:2](=[N:6][OH:7])[C:3](=[O:5])[CH3:4].[Br:8][C:9]1[CH:10]=[C:11]([CH:14]=[CH:15][CH:16]=1)[CH:12]=O.